From a dataset of Peptide-MHC class I binding affinity with 185,985 pairs from IEDB/IMGT. Regression. Given a peptide amino acid sequence and an MHC pseudo amino acid sequence, predict their binding affinity value. This is MHC class I binding data. (1) The peptide sequence is LSKIPYLRNY. The MHC is HLA-A31:01 with pseudo-sequence HLA-A31:01. The binding affinity (normalized) is 0.467. (2) The peptide sequence is KYMDNELVY. The MHC is HLA-A02:06 with pseudo-sequence HLA-A02:06. The binding affinity (normalized) is 0.0847. (3) The peptide sequence is YQRRRRFAI. The MHC is HLA-A02:01 with pseudo-sequence HLA-A02:01. The binding affinity (normalized) is 0.0847. (4) The peptide sequence is LIHQGMHMV. The MHC is HLA-A02:03 with pseudo-sequence HLA-A02:03. The binding affinity (normalized) is 0.764.